This data is from Reaction yield outcomes from USPTO patents with 853,638 reactions. The task is: Predict the reaction yield, written as a fraction of the theoretical maximum amount of product (1.0 means a 100% yield; for example, 0.34 means a 34% yield). (1) The reactants are [CH3:1][C:2]1[CH:6]=[CH:5][S:4][C:3]=1[CH:7]=[O:8].[Br:9]Br.O. The catalyst is C(Cl)(Cl)Cl. The product is [Br:9][C:5]1[S:4][C:3]([CH:7]=[O:8])=[C:2]([CH3:1])[CH:6]=1. The yield is 0.880. (2) The yield is 0.460. The product is [F:1][C:2]1[CH:3]=[C:4]2[C:8](=[CH:9][CH:10]=1)[N:7]([CH2:15][CH2:14][C:13]([F:18])([F:17])[F:12])[N:6]=[C:5]2[I:11]. The reactants are [F:1][C:2]1[CH:3]=[C:4]2[C:8](=[CH:9][CH:10]=1)[NH:7][N:6]=[C:5]2[I:11].[F:12][C:13]([F:18])([F:17])[CH2:14][CH2:15]I. No catalyst specified. (3) The product is [Br:1][C:2]1[CH:7]=[CH:6][C:5]([S:8]([NH:16][CH2:15][CH2:14][O:13][CH3:12])(=[O:10])=[O:9])=[CH:4][CH:3]=1. No catalyst specified. The reactants are [Br:1][C:2]1[CH:7]=[CH:6][C:5]([S:8](Cl)(=[O:10])=[O:9])=[CH:4][CH:3]=1.[CH3:12][O:13][CH2:14][CH2:15][NH2:16]. The yield is 0.950. (4) The reactants are [C:1]([O:5][C:6]([CH2:8][N:9]([CH2:21][C:22]([O:24][C:25]([CH3:28])([CH3:27])[CH3:26])=[O:23])[NH:10]C(OCC1C=CC=CC=1)=O)=[O:7])([CH3:4])([CH3:3])[CH3:2]. The catalyst is CO.[Pd]. The product is [C:1]([O:5][C:6]([CH2:8][N:9]([CH2:21][C:22]([O:24][C:25]([CH3:28])([CH3:27])[CH3:26])=[O:23])[NH2:10])=[O:7])([CH3:4])([CH3:3])[CH3:2]. The yield is 0.760. (5) The reactants are [NH2:1][C:2]1[CH:3]=[CH:4][C:5]([C:8]([F:11])([F:10])[F:9])=[N:6][CH:7]=1.[I:12]I. The catalyst is C(O)C.S([O-])([O-])(=O)=O.[Ag+2]. The product is [NH2:1][C:2]1[C:7]([I:12])=[N:6][C:5]([C:8]([F:11])([F:9])[F:10])=[CH:4][CH:3]=1. The yield is 0.960. (6) The reactants are [N+:1]([C:4]1[CH:9]=[CH:8][C:7]([C:10]2[C:14](C=O)=[CH:13][N:12]([CH:17]3[CH2:22][CH2:21][CH2:20][CH2:19][O:18]3)[N:11]=2)=[CH:6][CH:5]=1)([O-:3])=[O:2].[CH3:23][N:24]([CH2:32][CH2:33][NH:34][CH3:35])[C:25](=[O:31])[O:26][C:27]([CH3:30])([CH3:29])[CH3:28].[BH3-][C:37]#N.[Na+].O. The catalyst is CO.[Cl-].[Cl-].[Zn+2]. The product is [CH3:23][N:24]([CH2:32][CH2:33][N:34]([CH3:37])[CH2:35][C:14]1[C:10]([C:7]2[CH:6]=[CH:5][C:4]([N+:1]([O-:3])=[O:2])=[CH:9][CH:8]=2)=[N:11][N:12]([CH:17]2[CH2:22][CH2:21][CH2:20][CH2:19][O:18]2)[CH:13]=1)[C:25](=[O:31])[O:26][C:27]([CH3:30])([CH3:29])[CH3:28]. The yield is 0.867. (7) The reactants are [C:1]([O:4][C@@H:5]1[C@@H:10]([O:11][C:12](=[O:14])[CH3:13])[C@H:9]([O:15][C:16](=[O:18])[CH3:17])[C@@H:8]([O:19]/[C:20](/[C:29]([O:31][CH2:32][CH3:33])=[O:30])=[CH:21]\[C:22]2[CH:27]=[CH:26][CH:25]=[CH:24][C:23]=2F)[O:7][C@H:6]1[CH2:34][O:35][C:36](=[O:38])[CH3:37])(=[O:3])[CH3:2].[Cl:39]C1C=CC(CC(=O)C(OCC)=O)=CC=1.[H-].[Na+].[Br-].C(O[C@@H]1[C@@H](OC(=O)C)[C@@H](OC(=O)C)[C@@H](COC(=O)C)O[C@@H]1O)(=O)C. The product is [C:1]([O:4][C@H:5]1[C@@H:10]([O:11][C:12](=[O:14])[CH3:13])[C@H:9]([O:15][C:16](=[O:18])[CH3:17])[C@@H:8]([O:19]/[C:20](/[C:29]([O:31][CH2:32][CH3:33])=[O:30])=[CH:21]\[C:22]2[CH:27]=[CH:26][C:25]([Cl:39])=[CH:24][CH:23]=2)[O:7][C@H:6]1[CH2:34][O:35][C:36](=[O:38])[CH3:37])(=[O:3])[CH3:2]. No catalyst specified. The yield is 0.660.